From a dataset of Reaction yield outcomes from USPTO patents with 853,638 reactions. Predict the reaction yield, written as a fraction of the theoretical maximum amount of product (1.0 means a 100% yield; for example, 0.34 means a 34% yield). (1) The reactants are [NH2:1][CH2:2][CH:3]([CH:5]1[CH2:9][CH2:8][CH2:7][O:6]1)[OH:4].[ClH:10]. The catalyst is C(OCC)C. The product is [ClH:10].[NH2:1][CH2:2][CH:3]([CH:5]1[CH2:9][CH2:8][CH2:7][O:6]1)[OH:4]. The yield is 0.760. (2) The reactants are [N+:1](/[CH:4]=[CH:5]/[C:6]1[CH:11]=[CH:10][C:9]([O:12][C:13]2[CH:18]=[CH:17][CH:16]=[CH:15][CH:14]=2)=[CH:8][CH:7]=1)([O-:3])=[O:2].[BH4-].[Na+].O. The catalyst is CO. The product is [N+:1]([CH2:4][CH2:5][C:6]1[CH:11]=[CH:10][C:9]([O:12][C:13]2[CH:18]=[CH:17][CH:16]=[CH:15][CH:14]=2)=[CH:8][CH:7]=1)([O-:3])=[O:2]. The yield is 0.280. (3) The reactants are [CH:1](=O)[C:2]1[CH:12]=[C:9]([O:10][CH3:11])[C:7]([OH:8])=[C:4]([O:5][CH3:6])[CH:3]=1.[NH2:14][CH2:15][CH2:16][SH:17].Cl.C([O-])(=O)C.[Na+]. The catalyst is O.C(O)C. The product is [CH3:11][O:10][C:9]1[CH:12]=[C:2]([CH:1]2[NH:14][CH2:15][CH2:16][S:17]2)[CH:3]=[C:4]([O:5][CH3:6])[C:7]=1[OH:8]. The yield is 0.444. (4) The reactants are Br[C:2]1[CH:7]=[CH:6][C:5]2[C:8]3[CH2:14][CH2:13][CH2:12][N:11]([C:15]([O:17][C:18]([CH3:21])([CH3:20])[CH3:19])=[O:16])[CH2:10][C:9]=3[S:22][C:4]=2[CH:3]=1.[Cl:23][C:24]1[CH:25]=[CH:26][C:27]([CH2:30][O:31][C:32]2[CH:37]=[CH:36][NH:35][C:34](=[O:38])[CH:33]=2)=[N:28][CH:29]=1. No catalyst specified. The product is [Cl:23][C:24]1[CH:25]=[CH:26][C:27]([CH2:30][O:31][C:32]2[CH:37]=[CH:36][N:35]([C:2]3[CH:7]=[CH:6][C:5]4[C:8]5[CH2:14][CH2:13][CH2:12][N:11]([C:15]([O:17][C:18]([CH3:21])([CH3:20])[CH3:19])=[O:16])[CH2:10][C:9]=5[S:22][C:4]=4[CH:3]=3)[C:34](=[O:38])[CH:33]=2)=[N:28][CH:29]=1. The yield is 0.760. (5) The yield is 0.910. The reactants are [CH3:1][N:2]([CH2:4][C-:5]1[CH:9]=[CH:8][CH:7]=[C:6]1[CH2:10][N:11]([CH3:13])[CH3:12])[CH3:3].[CH-:14]1[CH:18]=[CH:17][CH:16]=[CH:15]1.[Fe+2:19].C([Li])CCC.[CH2:25]=[O:26]. The catalyst is C(OCC)C. The product is [OH:26][CH2:25][C-:9]1[CH:8]=[CH:7][C:6]([CH2:10][N:11]([CH3:13])[CH3:12])=[C:5]1[CH2:4][N:2]([CH3:1])[CH3:3].[CH-:14]1[CH:18]=[CH:17][CH:16]=[CH:15]1.[Fe+2:19]. (6) The product is [Cl:1][C:2]1[CH:27]=[CH:26][CH:25]=[CH:24][C:3]=1[C:4]([NH:6][C:7](=[O:23])[NH:8][C:9]1[S:10][C:11]2[CH:17]=[C:16]([S:18]([CH2:21][CH2:22][NH:29][CH3:28])(=[O:20])=[O:19])[CH:15]=[CH:14][C:12]=2[N:13]=1)=[O:5]. The yield is 0.550. The catalyst is C1COCC1. The reactants are [Cl:1][C:2]1[CH:27]=[CH:26][CH:25]=[CH:24][C:3]=1[C:4]([NH:6][C:7](=[O:23])[NH:8][C:9]1[S:10][C:11]2[CH:17]=[C:16]([S:18]([CH:21]=[CH2:22])(=[O:20])=[O:19])[CH:15]=[CH:14][C:12]=2[N:13]=1)=[O:5].[CH3:28][NH2:29]. (7) The reactants are [CH:1]([C:4]1[C:12]2[O:11][C:10]3[CH:13]=[CH:14][C:15]([C:17]#[N:18])=[CH:16][C:9]=3[C:8]=2[CH:7]=[CH:6][C:5]=1[O:19]C)([CH3:3])[CH3:2].B(Br)(Br)Br.O. The yield is 0.930. The catalyst is ClCCl. The product is [OH:19][C:5]1[CH:6]=[CH:7][C:8]2[C:9]3[CH:16]=[C:15]([C:17]#[N:18])[CH:14]=[CH:13][C:10]=3[O:11][C:12]=2[C:4]=1[CH:1]([CH3:3])[CH3:2].